From a dataset of Forward reaction prediction with 1.9M reactions from USPTO patents (1976-2016). Predict the product of the given reaction. (1) Given the reactants S(=O)(=O)(O)O.[NH2:6][C:7]1[CH:8]=[C:9]([CH:14]=[CH:15][CH:16]=1)[C:10]([O:12][CH3:13])=[O:11].[S-:17][C:18]#[N:19].[K+].C1OCCOCCOCCOCCOCCOC1, predict the reaction product. The product is: [CH3:13][O:12][C:10](=[O:11])[C:9]1[CH:14]=[CH:15][CH:16]=[C:7]([NH:6][C:18]([NH2:19])=[S:17])[CH:8]=1. (2) Given the reactants [C:1]([C:4]1[CH:5]([C:23]2[CH:34]=[CH:33][C:32]([C:35]#[N:36])=[CH:31][C:24]=2[C:25]([NH:27][CH2:28][C:29]#[CH:30])=[O:26])[N:6]([CH3:22])[C:7](=[O:21])[N:8]([C:11]2[CH:16]=[CH:15][CH:14]=[C:13]([C:17]([F:20])([F:19])[F:18])[CH:12]=2)[C:9]=1[CH3:10])(=[O:3])[CH3:2], predict the reaction product. The product is: [C:1]([C:4]1[CH:5]([C:23]2[CH:34]=[CH:33][C:32]([C:35]#[N:36])=[CH:31][C:24]=2[C:25]2[O:26][C:29]([CH3:30])=[CH:28][N:27]=2)[N:6]([CH3:22])[C:7](=[O:21])[N:8]([C:11]2[CH:16]=[CH:15][CH:14]=[C:13]([C:17]([F:20])([F:18])[F:19])[CH:12]=2)[C:9]=1[CH3:10])(=[O:3])[CH3:2]. (3) Given the reactants [F:1][C:2]1[CH:7]=[C:6]([C:8]2(O)[CH2:12][CH2:11][O:10][CH2:9]2)[CH:5]=[C:4]([F:14])[C:3]=1[C:15]1[S:16][CH:17]=[C:18]([C:20]([O:22][CH3:23])=[O:21])[N:19]=1.FC1C=C(C2(O)CCOC2)C=C(F)C=1C1SC=C(C(O)=O)N=1.FC(F)(F)C(O)=O, predict the reaction product. The product is: [O:10]1[CH2:11][CH:12]=[C:8]([C:6]2[CH:7]=[C:2]([F:1])[C:3]([C:15]3[S:16][CH:17]=[C:18]([C:20]([O:22][CH3:23])=[O:21])[N:19]=3)=[C:4]([F:14])[CH:5]=2)[CH2:9]1. (4) Given the reactants [C:1]([NH:8][C@H:9]([C:14]([OH:16])=[O:15])[C:10]([CH3:13])([CH3:12])[CH3:11])([O:3][C:4]([CH3:7])([CH3:6])[CH3:5])=[O:2].C(Cl)Cl.[CH2:20](O)[C:21]1[CH:26]=[CH:25][CH:24]=[CH:23][CH:22]=1.C(Cl)CCl, predict the reaction product. The product is: [C:4]([O:3][C:1]([NH:8][C@H:9]([C:10]([CH3:13])([CH3:12])[CH3:11])[C:14]([O:16][CH2:20][C:21]1[CH:26]=[CH:25][CH:24]=[CH:23][CH:22]=1)=[O:15])=[O:2])([CH3:6])([CH3:7])[CH3:5]. (5) Given the reactants [Cl:1][C:2]1[CH:3]=[CH:4][C:5]([OH:11])=[C:6]([C:8](=[O:10])[CH3:9])[CH:7]=1.[H-].[Na+].Br[CH2:15][C:16]([O:18][CH3:19])=[O:17].[NH4+].[Cl-], predict the reaction product. The product is: [C:8]([C:6]1[CH:7]=[C:2]([Cl:1])[CH:3]=[CH:4][C:5]=1[O:11][CH2:15][C:16]([O:18][CH3:19])=[O:17])(=[O:10])[CH3:9]. (6) Given the reactants [Na].Cl[C:3]1[CH:8]=[C:7]([I:9])[CH:6]=[CH:5][N:4]=1.[CH2:10]([OH:13])[CH2:11][CH3:12], predict the reaction product. The product is: [I:9][C:7]1[CH:6]=[CH:5][N:4]=[C:3]([O:13][CH2:10][CH2:11][CH3:12])[CH:8]=1. (7) Given the reactants C1C[O:4][CH2:3]C1.[NH2:6][C:7]1[C:15]([OH:16])=[CH:14][CH:13]=[C:12]([F:17])[C:8]=1[C:9]([OH:11])=[O:10].CCN(C(C)C)C(C)C.C(=O)(OC(Cl)(Cl)Cl)OC(Cl)(Cl)Cl, predict the reaction product. The product is: [F:17][C:12]1[C:8]([C:9]([OH:11])=[O:10])=[C:7]2[NH:6][C:3](=[O:4])[O:16][C:15]2=[CH:14][CH:13]=1. (8) Given the reactants [OH-].[NH4+:2].C[O:4][C:5]([C:7]1[C:11]2[N:12]=[CH:13][N:14]=[CH:15][C:10]=2[S:9][CH:8]=1)=O, predict the reaction product. The product is: [N:12]1[C:11]2[C:7]([C:5]([NH2:2])=[O:4])=[CH:8][S:9][C:10]=2[CH:15]=[N:14][CH:13]=1. (9) Given the reactants O[C:2]([CH2:4][CH2:5][CH2:6][CH2:7][C@H:8]1[C@@H:16]2[C@@H:11]([NH:12][C:13]([NH:15]2)=[O:14])[CH2:10][S:9]1)=[O:3].[Na+].[Cl-].N[C@H](C(C(CCCC[C@H]1[C@@H]2[C@@H](NC(N2)=O)CS1)=O)=O)CS.P([O-])([O-])([O-])=O.CCCCCCCCCCCCOS([O-])(=O)=O.[Na+].[NH2:63][C@H:64]([C:67]([OH:69])=[O:68])[CH2:65][SH:66], predict the reaction product. The product is: [C:2]([NH:63][C@H:64]([C:67]([OH:69])=[O:68])[CH2:65][SH:66])(=[O:3])[CH2:4][CH2:5][CH2:6][CH2:7][C@H:8]1[C@@H:16]2[C@@H:11]([NH:12][C:13]([NH:15]2)=[O:14])[CH2:10][S:9]1.